From a dataset of Experimentally validated miRNA-target interactions with 360,000+ pairs, plus equal number of negative samples. Binary Classification. Given a miRNA mature sequence and a target amino acid sequence, predict their likelihood of interaction. (1) The miRNA is hsa-miR-548e-5p with sequence CAAAAGCAAUCGCGGUUUUUGC. The protein sequence of the target gene is MDVAAAALPAFVALWLLYPWPLLGSALGQFSAGGCTFDDGPGACDYHQDLYDDFEWVHVSAQEPHYLPPEMPQGSYMVVDSSNHDPGEKARLQLPTMKENDTHCIDFSYLLYSQKGLNPGTLNILVRVNKGPLANPIWNVTGFTGRDWLRAELAVSTFWPNEYQVIFEAEVSGGRSGYIAIDDIQVLSYPCDKSPHFLRLGDVEVNAGQNATFQCIATGRDAVHNKLWLQRRNGEDIPVAQTKNINHRRFAASFRLQEVTKTDQDLYRCVTQSERGSGVSNFAQLIVREPPRPIAPPQLL.... Result: 0 (no interaction). (2) The miRNA is hsa-miR-32-5p with sequence UAUUGCACAUUACUAAGUUGCA. The protein sequence of the target gene is MAPVGGGGRPVGGPARGRLLLAAPVLLVLLWALGARGQGSPQQGTIVGMRLASCNKSCGTNPDGIIFVSEGSTVNLRLYGYSLGNISSNLISFTEVDDAETLHKSTSCLELTKDLVVQQLVNVSRGNTSGVLVVLTKFLRRSESMKLYALCTRAQPDGPWLKWTDKDSLLFMVEEPGRFLPLWLHILLITVLLVLSGIFSGLNLGLMALDPMELRIVQNCGTEKERRYARKIEPIRRKGNYLLCSLLLGNVLVNTSLTILLDNLIGSGLMAVASSTIGIVIFGEILPQALCSRHGLAVGA.... Result: 1 (interaction). (3) The miRNA is hsa-miR-6778-3p with sequence UGCCUCCCUGACAUUCCACAG. The protein sequence of the target gene is MATRSSRRESRLPFLFTLVALLPPGALCEVWTQRLHGGSAPLPQDRGFLVVQGDPRELRLWARGDARGASRADEKPLRRKRSAALQPEPIKVYGQVSLNDSHNQMVVHWAGEKSNVIVALARDSLALARPKSSDVYVSYDYGKSFKKISDKLNFGLGNRSEAVIAQFYHSPADNKRYIFADAYAQYLWITFDFCNTLQGFSIPFRAADLLLHSKASNLLLGFDRSHPNKQLWKSDDFGQTWIMIQEHVKSFSWGIDPYDKPNTIYIERHEPSGYSTVFRSTDFFQSRENQEVILEEVRDF.... Result: 0 (no interaction). (4) The protein sequence of the target gene is MAAGVDCGDGVGARQHVFLVSEYLKDASKKMKNGLMFVKLVNPCSGEGAIYLFNMCLQQLFEVKVFKEKHHSWFINQSVQSGGLLHFATPVDPLFLLLHYLIKADKEGKFQPLDQVVVDNVFPNCILLLKLPGLEKLLHHVTEEKGNPEIDNKKYYKYSKEKTLKWLEKKVNQTVAALKTNNVNVSSRVQSTAFFSGDQASTDKEEDYIRYAHGLISDYIPKELSDDLSKYLKLPEPSASLPNPPSKKIKLSDEPVEAKEDYTKFNTKDLKTEKKNSKMTAAQKALAKVDKSGMKSIDTF.... Result: 1 (interaction). The miRNA is hsa-miR-1233-5p with sequence AGUGGGAGGCCAGGGCACGGCA. (5) The miRNA is hsa-miR-5588-3p with sequence AAGUCCCACUAAUGCCAGC. The protein sequence of the target gene is MLSKLASLQTIAALRRGVHTSVASATSVATKKTEQGPPSSEYIFERESKYGAHNYHPLPVALERGKGIYMWDVEGRQYFDFLSAYGAVSQGHCHPKIIDAMKSQVDKLTLTSRAFYNNVLGEYEEYITKLFNYNKVLPMNTGVEAGETACKLARRWGYTVKGIQKYKAKIVFADGNFWGRTLSAISSSTDPTSYDGFGPFMPGFETIPYNDLPALERALQDPNVAAFMVEPIQGEAGVIVPDPGYLTGVRELCTRHQVLFIADEIQTGLARTGRWLAVDHENVRPDMVLLGKALSGGLYP.... Result: 0 (no interaction). (6) The miRNA is mmu-miR-25-3p with sequence CAUUGCACUUGUCUCGGUCUGA. The protein sequence of the target gene is MAPSPRPQHVLHWRDAHNFYLLSPLMGLLSRAWSRLRGPEVPEAWLAKTVTGADQIEAAALLTPTPVSGNLLPHGETEESGSPEQSQAAQRLCLVEAESSPPETWGLSNVDEYNAKPGQDDLREKEMERTAGKATLQPAGLQGADKRLGEVVAREEGVAEPAYPTSQLEGGPAENEEDGETVKTYQASAASIAPGYKPSTPVPFLGEAEHQATEEKGTENKADPSNSPSSGSHSRAWEYYSREKPKQEGEAKVEAHRAGQGHPCRNAEAEEGGPETTFVCTGNAFLKAWVYRPGEDTEEE.... Result: 0 (no interaction). (7) The miRNA is hsa-miR-3144-5p with sequence AGGGGACCAAAGAGAUAUAUAG. The protein sequence of the target gene is MDKLTIISGCLFLAADIFAIASIANPDWINTGESAGALTVGLVRQCQTIHGRDRTCIPPRLPPEWVTTLFFIIMGIISLTVTCGLLVASHWRREATKYARWIAFTGMILFCMAALIFPIGFYINEVGGQPYKLPNNTVVGSSYVLFVLSIFFTIVGLLFAGKVCLPG. Result: 0 (no interaction).